Task: Predict the reactants needed to synthesize the given product.. Dataset: Full USPTO retrosynthesis dataset with 1.9M reactions from patents (1976-2016) (1) Given the product [NH:17]([C:2]1[CH:7]=[C:6]([O:8][CH2:9][C:10]2[CH:11]=[N:12][CH:13]=[CH:14][CH:15]=2)[CH:5]=[CH:4][N:3]=1)[NH2:18], predict the reactants needed to synthesize it. The reactants are: Cl[C:2]1[CH:7]=[C:6]([O:8][CH2:9][C:10]2[CH:11]=[N:12][CH:13]=[CH:14][CH:15]=2)[CH:5]=[CH:4][N:3]=1.O.[NH2:17][NH2:18]. (2) The reactants are: [CH2:1]([O:3][C:4](=[O:15])[CH:5]=[N:6][NH:7][C:8]([O:10][C:11]([CH3:14])([CH3:13])[CH3:12])=[O:9])[CH3:2].[H-].[Na+].Br[CH2:19][CH2:20][C:21]([CH3:24])([CH3:23])[CH3:22].Cl. Given the product [CH2:1]([O:3][C:4](=[O:15])[CH:5]=[N:6][N:7]([C:8]([O:10][C:11]([CH3:14])([CH3:13])[CH3:12])=[O:9])[CH2:19][CH2:20][C:21]([CH3:24])([CH3:23])[CH3:22])[CH3:2], predict the reactants needed to synthesize it. (3) The reactants are: [CH2:1]([C@H:8]([N:24]([CH2:39][C:40]1[CH:45]=[CH:44][C:43](Br)=[CH:42][CH:41]=1)[C:25](=[O:38])[CH:26]=[CH:27][C:28]1[CH:33]=[CH:32][C:31]([C:34]([F:37])([F:36])[F:35])=[CH:30][CH:29]=1)[C:9]([N:11]1[CH2:16][CH2:15][N:14]([CH2:17][C:18]2[CH:23]=[CH:22][CH:21]=[CH:20][CH:19]=2)[CH2:13][CH2:12]1)=[O:10])[C:2]1[CH:7]=[CH:6][CH:5]=[CH:4][CH:3]=1.[N:47]1[CH:52]=[CH:51][CH:50]=[C:49](B(O)O)[CH:48]=1.C(=O)([O-])[O-].[K+].[K+].C(O)(C)C. Given the product [CH2:1]([C@H:8]([N:24]([CH2:39][C:40]1[CH:45]=[CH:44][C:43]([C:49]2[CH:48]=[N:47][CH:52]=[CH:51][CH:50]=2)=[CH:42][CH:41]=1)[C:25](=[O:38])[CH:26]=[CH:27][C:28]1[CH:33]=[CH:32][C:31]([C:34]([F:37])([F:36])[F:35])=[CH:30][CH:29]=1)[C:9]([N:11]1[CH2:16][CH2:15][N:14]([CH2:17][C:18]2[CH:23]=[CH:22][CH:21]=[CH:20][CH:19]=2)[CH2:13][CH2:12]1)=[O:10])[C:2]1[CH:7]=[CH:6][CH:5]=[CH:4][CH:3]=1, predict the reactants needed to synthesize it. (4) Given the product [CH:11]([C@@H:4]1[C:3]([O:2][CH3:1])=[N:8][C@@H:7]([C@H:25]([C:24]2[CH:23]=[CH:22][C:21]([C:20]([F:19])([F:29])[F:30])=[CH:28][CH:27]=2)[OH:26])[C:6]([O:9][CH3:10])=[N:5]1)([CH3:13])[CH3:12], predict the reactants needed to synthesize it. The reactants are: [CH3:1][O:2][C:3]1[C@@H:4]([CH:11]([CH3:13])[CH3:12])[N:5]=[C:6]([O:9][CH3:10])[CH2:7][N:8]=1.C([Li])CCC.[F:19][C:20]([F:30])([F:29])[C:21]1[CH:28]=[CH:27][C:24]([CH:25]=[O:26])=[CH:23][CH:22]=1.